Task: Predict the product of the given reaction.. Dataset: Forward reaction prediction with 1.9M reactions from USPTO patents (1976-2016) (1) The product is: [Br:1][C:2]1[CH:3]=[C:4]2[C:10]([C:30]3[CH:31]=[N:32][N:33]([CH2:35][C:36]4[CH:41]=[CH:40][CH:39]=[C:38]([C:42]([F:44])([F:45])[F:43])[CH:37]=4)[CH:34]=3)=[CH:9][N:8]([S:12]([C:15]3[CH:21]=[CH:20][C:18]([CH3:19])=[CH:17][CH:16]=3)(=[O:14])=[O:13])[C:5]2=[N:6][CH:7]=1. Given the reactants [Br:1][C:2]1[CH:3]=[C:4]2[C:10](I)=[CH:9][N:8]([S:12]([C:15]3[CH:21]=[CH:20][C:18]([CH3:19])=[CH:17][CH:16]=3)(=[O:14])=[O:13])[C:5]2=[N:6][CH:7]=1.CC1(C)C(C)(C)OB([C:30]2[CH:31]=[N:32][N:33]([CH2:35][C:36]3[CH:41]=[CH:40][CH:39]=[C:38]([C:42]([F:45])([F:44])[F:43])[CH:37]=3)[CH:34]=2)O1.C(=O)([O-])[O-].[Na+].[Na+], predict the reaction product. (2) Given the reactants [CH2:1]([C:5]1[CH:6]=[CH:7][C:8]2[O:12][CH2:11][C:10]([CH3:14])([CH3:13])[C:9]=2[CH:15]=1)[CH:2]([CH3:4])[CH3:3].[Br-:16].[Br-].[Br-].[NH+]1C=CC=CC=1.[NH+]1C=CC=CC=1.[NH+]1C=CC=CC=1, predict the reaction product. The product is: [Br:16][C:7]1[C:8]2[O:12][CH2:11][C:10]([CH3:13])([CH3:14])[C:9]=2[CH:15]=[C:5]([CH2:1][CH:2]([CH3:4])[CH3:3])[CH:6]=1.